From a dataset of Catalyst prediction with 721,799 reactions and 888 catalyst types from USPTO. Predict which catalyst facilitates the given reaction. (1) Reactant: F[C:2](F)(F)C(O)=O.C([CH:15]1[CH2:20][NH:19][CH2:18][CH2:17][N:16]1[C:21]1[C:26]([NH:27][CH2:28][CH2:29]C)=[CH:25][CH:24]=[CH:23][N:22]=1)(OC(C)(C)C)=O.C([O-])([O-])=O.[K+].[K+].O. Product: [N:16]1([C:21]2[C:26]([NH:27][CH:28]([CH3:29])[CH3:2])=[CH:25][CH:24]=[CH:23][N:22]=2)[CH2:15][CH2:20][NH:19][CH2:18][CH2:17]1. The catalyst class is: 4. (2) Reactant: Br[CH2:2][C:3]1[CH:8]=[CH:7][C:6]([F:9])=[CH:5][CH:4]=1.[F:10][C:11]1[CH:16]=[CH:15][C:14]([C:17]2[C:18](=[O:28])[C:19]([C:23]([O:25]CC)=[O:24])=[CH:20][NH:21][CH:22]=2)=[CH:13][CH:12]=1.C(=O)([O-])[O-].[Cs+].[Cs+].[OH-].[Na+].Cl. Product: [F:9][C:6]1[CH:7]=[CH:8][C:3]([CH2:2][N:21]2[CH:22]=[C:17]([C:14]3[CH:13]=[CH:12][C:11]([F:10])=[CH:16][CH:15]=3)[C:18](=[O:28])[C:19]([C:23]([OH:25])=[O:24])=[CH:20]2)=[CH:4][CH:5]=1. The catalyst class is: 18. (3) Reactant: Cl[C:2]1[N:14]=[C:13]([O:15][CH2:16][CH:17]([F:19])[F:18])[CH:12]=[CH:11][C:3]=1[C:4]([O:6][CH2:7]C(F)F)=[O:5].[CH3:20][O-:21].[Na+].O. Product: [F:18][CH:17]([F:19])[CH2:16][O:15][C:13]1[CH:12]=[CH:11][C:3]([C:4]([O:6][CH3:7])=[O:5])=[C:2]([O:21][CH3:20])[N:14]=1. The catalyst class is: 1.